From a dataset of Blood-brain barrier permeability regression values from the B3DB database. Regression/Classification. Given a drug SMILES string, predict its absorption, distribution, metabolism, or excretion properties. Task type varies by dataset: regression for continuous measurements (e.g., permeability, clearance, half-life) or binary classification for categorical outcomes (e.g., BBB penetration, CYP inhibition). For this dataset (b3db_regression), we predict Y. The drug is CN1CC[C@]23[C@@H]4C(=O)CC[C@]2([C@H]1CC5=C3C(=C(C=C5)O)O4)O. The Y is 0.350 log(BB ratio).